Dataset: Forward reaction prediction with 1.9M reactions from USPTO patents (1976-2016). Task: Predict the product of the given reaction. (1) Given the reactants [Br:1][C:2]1[CH:7]=[C:6]([Br:8])[CH:5]=[C:4]([Br:9])[C:3]=1[OH:10].F[C:12]1[CH:17]=[CH:16][C:15]([N+:18]([O-:20])=[O:19])=[CH:14][CH:13]=1.C(=O)([O-])[O-].[Cs+].[Cs+], predict the reaction product. The product is: [Br:8][C:6]1[CH:7]=[C:2]([Br:1])[C:3]([O:10][C:12]2[CH:17]=[CH:16][C:15]([N+:18]([O-:20])=[O:19])=[CH:14][CH:13]=2)=[C:4]([Br:9])[CH:5]=1. (2) Given the reactants [CH2:1]([O:3][C:4]([CH2:6][N:7]1[CH2:12][CH2:11][NH:10][CH2:9][CH2:8]1)=[O:5])[CH3:2].C(N(CC)CC)C.[C:20]([O:24][C:25](ON=C(C1C=CC=CC=1)C#N)=[O:26])([CH3:23])([CH3:22])[CH3:21], predict the reaction product. The product is: [C:20]([O:24][C:25]([N:10]1[CH2:9][CH2:8][N:7]([CH2:6][C:4]([O:3][CH2:1][CH3:2])=[O:5])[CH2:12][CH2:11]1)=[O:26])([CH3:23])([CH3:22])[CH3:21]. (3) The product is: [Cl:1][C:2]1[N:3]=[C:4]([CH2:8][C:15]2([OH:14])[CH2:16][CH2:17][N:18]([C:21]([O:23][C:24]([CH3:26])([CH3:25])[CH3:27])=[O:22])[CH2:19][CH2:20]2)[CH:5]=[CH:6][CH:7]=1. Given the reactants [Cl:1][C:2]1[CH:7]=[CH:6][CH:5]=[C:4]([CH3:8])[N:3]=1.C([Li])CCC.[O:14]=[C:15]1[CH2:20][CH2:19][N:18]([C:21]([O:23][C:24]([CH3:27])([CH3:26])[CH3:25])=[O:22])[CH2:17][CH2:16]1.[Cl-].[NH4+], predict the reaction product. (4) Given the reactants C12BC(CCC1)CCC2.[C:10]1([CH3:35])[CH:15]=[CH:14][C:13]([S:16]([N:19]2[C:27]3[C:22](=[CH:23][C:24]([C:28]#[N:29])=[CH:25][CH:26]=3)[C:21]([CH:30]3[CH2:32][CH:31]3[CH:33]=[CH2:34])=[CH:20]2)(=[O:18])=[O:17])=[CH:12][CH:11]=1.[OH-:36].[Na+].OO, predict the reaction product. The product is: [OH:36][CH2:34][CH2:33][CH:31]1[CH2:32][CH:30]1[C:21]1[C:22]2[C:27](=[CH:26][CH:25]=[C:24]([C:28]#[N:29])[CH:23]=2)[N:19]([S:16]([C:13]2[CH:12]=[CH:11][C:10]([CH3:35])=[CH:15][CH:14]=2)(=[O:18])=[O:17])[CH:20]=1. (5) Given the reactants I[C:2]1[CH:7]=[C:6]([I:8])[N:5]=[N:4][C:3]=1[NH2:9].[C:10]([CH:12]1[CH2:14][CH2:13]1)#[CH:11].CCN(CC)CC, predict the reaction product. The product is: [CH:12]1([C:10]#[C:11][C:2]2[CH:7]=[C:6]([I:8])[N:5]=[N:4][C:3]=2[NH2:9])[CH2:14][CH2:13]1. (6) Given the reactants [CH3:1][O:2][C:3]1[CH:8]=[CH:7][C:6]([OH:9])=[CH:5][CH:4]=1.Cl[C:11]1[C:20]2[C:15](=[CH:16][C:17]([O:21][CH3:22])=[CH:18][CH:19]=2)[CH:14]=[C:13]([NH:23][C:24]2[CH:28]=[C:27]([CH3:29])[NH:26][N:25]=2)[N:12]=1, predict the reaction product. The product is: [CH3:22][O:21][C:17]1[CH:16]=[C:15]2[C:20](=[CH:19][CH:18]=1)[C:11]([O:9][C:6]1[CH:7]=[CH:8][C:3]([O:2][CH3:1])=[CH:4][CH:5]=1)=[N:12][C:13]([NH:23][C:24]1[CH:28]=[C:27]([CH3:29])[NH:26][N:25]=1)=[CH:14]2. (7) Given the reactants [F:1][C:2]1[CH:15]=[C:14]([N+:16]([O-])=O)[CH:13]=[CH:12][C:3]=1[O:4][CH2:5][CH2:6][N:7]1[CH2:11][CH2:10][CH2:9][CH2:8]1, predict the reaction product. The product is: [F:1][C:2]1[CH:15]=[C:14]([NH2:16])[CH:13]=[CH:12][C:3]=1[O:4][CH2:5][CH2:6][N:7]1[CH2:8][CH2:9][CH2:10][CH2:11]1. (8) Given the reactants I[C:2]1[CH:7]=[CH:6][C:5]([O:8][C:9]2[CH:14]=[CH:13][CH:12]=[CH:11][CH:10]=2)=[CH:4][CH:3]=1.[C:15]([O:19][C:20](=[O:28])[NH:21][CH:22]1[CH2:27][CH2:26][NH:25][CH2:24][CH2:23]1)([CH3:18])([CH3:17])[CH3:16], predict the reaction product. The product is: [C:15]([O:19][C:20](=[O:28])[NH:21][CH:22]1[CH2:27][CH2:26][N:25]([C:2]2[CH:7]=[CH:6][C:5]([O:8][C:9]3[CH:14]=[CH:13][CH:12]=[CH:11][CH:10]=3)=[CH:4][CH:3]=2)[CH2:24][CH2:23]1)([CH3:18])([CH3:16])[CH3:17].